Task: Predict the product of the given reaction.. Dataset: Forward reaction prediction with 1.9M reactions from USPTO patents (1976-2016) The product is: [F:17][C:16]1[C:11]([CH:9]([NH:8][C:6]2[N:5]=[C:4]([NH:19][C:20]3[N:21]=[CH:22][N:23]([CH3:25])[CH:24]=3)[N:3]=[C:2]([N:26]3[CH2:31][CH2:30][O:29][CH2:28][CH2:27]3)[N:7]=2)[CH3:10])=[N:12][CH:13]=[C:14]([F:18])[CH:15]=1. Given the reactants Cl[C:2]1[N:7]=[C:6]([NH:8][CH:9]([C:11]2[C:16]([F:17])=[CH:15][C:14]([F:18])=[CH:13][N:12]=2)[CH3:10])[N:5]=[C:4]([NH:19][C:20]2[N:21]=[CH:22][N:23]([CH3:25])[CH:24]=2)[N:3]=1.[NH:26]1[CH2:31][CH2:30][O:29][CH2:28][CH2:27]1.CO, predict the reaction product.